From a dataset of Full USPTO retrosynthesis dataset with 1.9M reactions from patents (1976-2016). Predict the reactants needed to synthesize the given product. (1) Given the product [F:1][C:2]1[C:3]([CH3:24])=[C:4]([C:8]2([C:21]([NH:54][OH:53])=[O:22])[CH2:13][CH:12]=[C:11]([C:14]3[CH:15]=[N:16][CH:17]=[C:18]([F:20])[CH:19]=3)[CH2:10][CH2:9]2)[CH:5]=[CH:6][CH:7]=1, predict the reactants needed to synthesize it. The reactants are: [F:1][C:2]1[C:3]([CH3:24])=[C:4]([C:8]2([C:21](O)=[O:22])[CH2:13][CH:12]=[C:11]([C:14]3[CH:15]=[N:16][CH:17]=[C:18]([F:20])[CH:19]=3)[CH2:10][CH2:9]2)[CH:5]=[CH:6][CH:7]=1.CN(C(F)=[N+](C)C)C.F[P-](F)(F)(F)(F)F.CCN(CC)CC.O1CCCCC1[O:53][NH2:54].Cl. (2) Given the product [CH3:1][N:2]1[C:10]([C:11]([NH:38][NH2:46])=[O:13])=[N:9][C:8]2[C:3]1=[N:4][CH:5]=[N:6][C:7]=2[N:14]1[CH2:15][CH2:16][CH:17]([N:20]2[C:24]3[CH:25]=[CH:26][CH:27]=[CH:28][C:23]=3[NH:22][C:21]2=[O:29])[CH2:18][CH2:19]1, predict the reactants needed to synthesize it. The reactants are: [CH3:1][N:2]1[C:10]([C:11]([OH:13])=O)=[N:9][C:8]2[C:3]1=[N:4][CH:5]=[N:6][C:7]=2[N:14]1[CH2:19][CH2:18][CH:17]([N:20]2[C:24]3[CH:25]=[CH:26][CH:27]=[CH:28][C:23]=3[NH:22][C:21]2=[O:29])[CH2:16][CH2:15]1.CN(C(O[N:38]1[N:46]=NC2C=CC=NC1=2)=[N+](C)C)C.F[P-](F)(F)(F)(F)F.C(N(C(C)C)CC)(C)C.O.NN. (3) Given the product [NH2:1][C:2]1[C:15]([CH3:16])=[CH:14][C:13]([C:17]#[N:18])=[CH:12][C:3]=1[C:4]([NH:20][CH3:19])=[O:6], predict the reactants needed to synthesize it. The reactants are: [NH2:1][C:2]1[C:15]([CH3:16])=[CH:14][C:13]([C:17]#[N:18])=[CH:12][C:3]=1[C:4]([O:6]CCCCC)=O.[CH3:19][NH2:20].C[O-].[Na+]. (4) Given the product [CH3:28][O:29][C:30]([C@@H:32]1[CH2:35][CH2:34][C@H:33]1[CH2:36][NH:47][C:48]([O:50][C:51]([CH3:54])([CH3:53])[CH3:52])=[O:49])=[O:31], predict the reactants needed to synthesize it. The reactants are: C(OC([C@@H]1C[C@H]1C(NC(OC(C)(C)C)=O)S(C1C=CC(C)=CC=1)(=O)=O)=O)C.[CH3:28][O:29][C:30]([C@@H:32]1[CH2:35][CH2:34][C@H:33]1[CH:36]([NH:47][C:48]([O:50][C:51]([CH3:54])([CH3:53])[CH3:52])=[O:49])S(C1C=CC(C)=CC=1)(=O)=O)=[O:31].[BH4-].[Na+]. (5) Given the product [OH:1][C:2]([CH2:24][S:25]([C:28]1[CH:29]=[CH:30][C:31]([O:34][CH3:35])=[CH:32][CH:33]=1)(=[O:27])=[O:26])([CH2:8][S:9]([C:12]1[CH:13]=[CH:14][C:15]([C:18]2[CH:23]=[CH:22][CH:21]=[CH:20][CH:19]=2)=[CH:16][CH:17]=1)(=[O:11])=[O:10])[C:3]([OH:5])=[O:4], predict the reactants needed to synthesize it. The reactants are: [OH:1][C:2]([CH2:24][S:25]([C:28]1[CH:33]=[CH:32][C:31]([O:34][CH3:35])=[CH:30][CH:29]=1)(=[O:27])=[O:26])([CH2:8][S:9]([C:12]1[CH:17]=[CH:16][C:15]([C:18]2[CH:23]=[CH:22][CH:21]=[CH:20][CH:19]=2)=[CH:14][CH:13]=1)(=[O:11])=[O:10])[C:3]([O:5]CC)=[O:4].[OH-].[Na+]. (6) The reactants are: [N:1]1[CH:2]=[CH:3][N:4]2[CH:9]=[C:8]([CH:10]([C:12]3[N:16]4[N:17]=[C:18]([C:21]5[CH:22]=[N:23][N:24]([CH3:26])[CH:25]=5)[CH:19]=[CH:20][C:15]4=[N:14][CH:13]=3)[CH3:11])[CH:7]=[CH:6][C:5]=12.C1C(=O)N([Br:34])C(=O)C1. Given the product [Br:34][C:3]1[N:4]2[CH:9]=[C:8]([CH:10]([C:12]3[N:16]4[N:17]=[C:18]([C:21]5[CH:22]=[N:23][N:24]([CH3:26])[CH:25]=5)[CH:19]=[CH:20][C:15]4=[N:14][CH:13]=3)[CH3:11])[CH:7]=[CH:6][C:5]2=[N:1][CH:2]=1, predict the reactants needed to synthesize it. (7) Given the product [C:1]([C:3]1[C:11]2[C:6](=[N:7][C:8]([CH3:13])=[CH:9][C:10]=2[CH3:12])[N:5]([CH:14]2[C:22]3[C:17](=[CH:18][CH:19]=[CH:20][CH:21]=3)[CH2:16][CH2:15]2)[C:4]=1/[CH:23]=[CH:24]/[C:25]([NH:34][C:35]1[CH:36]=[N:37][CH:38]=[CH:39][CH:40]=1)=[O:26])#[N:2], predict the reactants needed to synthesize it. The reactants are: [C:1]([C:3]1[C:11]2[C:6](=[N:7][C:8]([CH3:13])=[CH:9][C:10]=2[CH3:12])[N:5]([CH:14]2[C:22]3[C:17](=[CH:18][CH:19]=[CH:20][CH:21]=3)[CH2:16][CH2:15]2)[C:4]=1/[CH:23]=[CH:24]/[C:25](O)=[O:26])#[N:2].C(Cl)(=O)C(Cl)=O.[NH2:34][C:35]1[CH:36]=[N:37][CH:38]=[CH:39][CH:40]=1.[N-]=C=O.CC[NH+](CC)CC.CC[NH+](CC)CC.C([O-])([O-])=O. (8) Given the product [F:24][C:19]1[CH:20]=[CH:21][CH:22]=[CH:23][C:18]=1[CH2:17][N:10]1[C:11]2=[N:12][CH:13]=[CH:14][CH:15]=[C:16]2[C:8]([C:6]2[N:7]=[CH:2][C:3]3[C:27](=[O:34])[C:26](=[O:32])[NH:25][C:4]=3[N:5]=2)=[N:9]1, predict the reactants needed to synthesize it. The reactants are: N[C:2]1[C:3]2[C:27]3(CCOC3)[C:26](=[O:32])[NH:25][C:4]=2[N:5]=[C:6]([C:8]2[C:16]3[C:11](=[N:12][CH:13]=[CH:14][CH:15]=3)[N:10]([CH2:17][C:18]3[CH:23]=[CH:22][CH:21]=[CH:20][C:19]=3[F:24])[N:9]=2)[N:7]=1.[Se](=O)=[O:34]. (9) Given the product [NH2:14][C:13]1[CH:15]=[CH:16][C:10]([S:7]([CH:4]2[CH2:3][CH2:2][N:1]([CH2:18][C:19]3[CH:20]=[CH:21][C:22]([C:25]([OH:34])([C:26]([F:27])([F:28])[F:29])[C:30]([F:31])([F:32])[F:33])=[CH:23][CH:24]=3)[CH2:6][CH2:5]2)(=[O:9])=[O:8])=[CH:11][CH:12]=1, predict the reactants needed to synthesize it. The reactants are: [NH:1]1[CH2:6][CH2:5][CH:4]([S:7]([C:10]2[CH:16]=[CH:15][C:13]([NH2:14])=[CH:12][CH:11]=2)(=[O:9])=[O:8])[CH2:3][CH2:2]1.Br[CH2:18][C:19]1[CH:24]=[CH:23][C:22]([C:25]([OH:34])([C:30]([F:33])([F:32])[F:31])[C:26]([F:29])([F:28])[F:27])=[CH:21][CH:20]=1.C(=O)([O-])[O-].[K+].[K+].CS(C)=O.